The task is: Predict the product of the given reaction.. This data is from Forward reaction prediction with 1.9M reactions from USPTO patents (1976-2016). (1) Given the reactants C(O[C@@H]1[C@@H](OC(=O)C)[C@H](OC(=O)C)[C@@H](COC(=O)C)O[C@H]1[C:24]1[C:33]2[C:28](=[CH:29][CH:30]=[CH:31][CH:32]=2)[C:27]([O:34][CH3:35])=[C:26]([CH2:36][C:37]2[S:38][C:39](Br)=[CH:40][CH:41]=2)[CH:25]=1)(=O)C.C([Sn](CCCC)(CCCC)[C:48]1[N:53]=[CH:52][CH:51]=[CH:50][N:49]=1)CCC.BrC1C=CC(=O)N(CC2C=CC(CC)=CC=2)C=1, predict the reaction product. The product is: [N:53]1[CH:52]=[CH:51][CH:50]=[N:49][C:48]=1[C:39]1[S:38][C:37]([CH2:36][C:26]2[CH:25]=[CH:24][C:33]3[C:28]([C:27]=2[O:34][CH3:35])=[CH:29][CH:30]=[CH:31][CH:32]=3)=[CH:41][CH:40]=1. (2) The product is: [CH3:1][C:2]([C:7]1[CH:12]=[CH:11][CH:10]=[CH:9][CH:8]=1)([CH2:5][CH3:6])[C:3]([OH:15])=[O:19]. Given the reactants [CH3:1][C:2]([C:7]1[CH:12]=[CH:11][CH:10]=[CH:9][CH:8]=1)([CH2:5][CH3:6])[C:3]#N.CC[O:15]C(C)=O.[OH2:19], predict the reaction product. (3) Given the reactants [CH2:1]([O:8][CH2:9][CH2:10][CH2:11][CH2:12][CH2:13][CH2:14][O:15][CH2:16][C:17]([C:20]1[CH:21]=[C:22]([NH:26][C:27]([NH:29][CH2:30][C:31]([O:33]CC)=[O:32])=[O:28])[CH:23]=[CH:24][CH:25]=1)([F:19])[F:18])[C:2]1[CH:7]=[CH:6][CH:5]=[CH:4][CH:3]=1.[OH-].[Na+], predict the reaction product. The product is: [CH2:1]([O:8][CH2:9][CH2:10][CH2:11][CH2:12][CH2:13][CH2:14][O:15][CH2:16][C:17]([C:20]1[CH:21]=[C:22]([NH:26][C:27]([NH:29][CH2:30][C:31]([OH:33])=[O:32])=[O:28])[CH:23]=[CH:24][CH:25]=1)([F:18])[F:19])[C:2]1[CH:7]=[CH:6][CH:5]=[CH:4][CH:3]=1. (4) Given the reactants [C:1]([C:5]1[CH:9]=[C:8]([NH:10][C:11]([NH:13][C@@H:14]2[C:23]3[C:18](=[CH:19][CH:20]=[CH:21][CH:22]=3)[C@H:17]([O:24][C:25]3[CH:26]=[CH:27][C:28]4[N:29]([C:31]([N:34]5[CH2:39][CH2:38][CH2:37][CH2:36][C@@H:35]5[CH3:40])=[N:32][N:33]=4)[CH:30]=3)[CH2:16][CH2:15]2)=[O:12])[N:7]([C:41]2[CH:42]=[C:43]([CH:52]=[CH:53][CH:54]=2)[O:44][CH2:45][CH2:46][O:47]S(C)(=O)=O)[N:6]=1)([CH3:4])([CH3:3])[CH3:2].[O:55]1[CH:61]=[CH:60][CH:59]=[N:58][CH:57]=[CH:56]1, predict the reaction product. The product is: [CH:46]([OH:47])=[O:55].[C:1]([C:5]1[CH:9]=[C:8]([NH:10][C:11]([NH:13][C@@H:14]2[C:23]3[C:18](=[CH:19][CH:20]=[CH:21][CH:22]=3)[C@H:17]([O:24][C:25]3[CH:26]=[CH:27][C:28]4[N:29]([C:31]([N:34]5[CH2:39][CH2:38][CH2:37][CH2:36][C@@H:35]5[CH3:40])=[N:32][N:33]=4)[CH:30]=3)[CH2:16][CH2:15]2)=[O:12])[N:7]([C:41]2[CH:54]=[CH:53][CH:52]=[C:43]([O:44][CH2:45][CH2:46][N:58]3[CH2:59][CH2:60][CH2:61][O:55][CH2:56][CH2:57]3)[CH:42]=2)[N:6]=1)([CH3:2])([CH3:3])[CH3:4]. (5) Given the reactants [C:1]([C:3]1[CH:4]=[C:5]([CH:7]=[CH:8][CH:9]=1)[NH2:6])#[CH:2].[CH3:10][S:11](Cl)(=[O:13])=[O:12], predict the reaction product. The product is: [C:1]([C:3]1[CH:4]=[C:5]([NH:6][S:11]([CH3:10])(=[O:13])=[O:12])[CH:7]=[CH:8][CH:9]=1)#[CH:2].